From a dataset of Peptide-MHC class I binding affinity with 185,985 pairs from IEDB/IMGT. Regression. Given a peptide amino acid sequence and an MHC pseudo amino acid sequence, predict their binding affinity value. This is MHC class I binding data. (1) The peptide sequence is HDAEFCDM. The MHC is H-2-Kb with pseudo-sequence H-2-Kb. The binding affinity (normalized) is 0.0735. (2) The peptide sequence is KLTKDFSAL. The MHC is HLA-A68:02 with pseudo-sequence HLA-A68:02. The binding affinity (normalized) is 0.319. (3) The peptide sequence is IPATLFVWYF. The MHC is HLA-B35:01 with pseudo-sequence HLA-B35:01. The binding affinity (normalized) is 0.936.